Dataset: Experimentally validated miRNA-target interactions with 360,000+ pairs, plus equal number of negative samples. Task: Binary Classification. Given a miRNA mature sequence and a target amino acid sequence, predict their likelihood of interaction. (1) The miRNA is mmu-miR-335-3p with sequence UUUUUCAUUAUUGCUCCUGACC. The protein sequence of the target gene is MCDRNGGRRLRQWLIEQIDSSMYPGLIWENDEKTMFRIPWKHAGKQDYNQEVDASIFKAWAVFKGKFKEGDKAEPATWKTRLRCALNKSPDFEEVTDRSQLDISEPYKVYRIVPEEEQKCKLGVAPAGCMSEVPEMECGRSEIEELIKEPSVDEYMGMTKRSPSPPEACRSQILPDWWVQQPSAGLPLVTGYAAYDTHHSAFSQMVISFYYGGKLVGQATTTCLEGCRLSLSQPGLPKLYGPDGLEPVCFPTADTIPSERQRQVTRKLFGHLERGVLLHSNRKGVFVKRLCQGRVFCSGN.... Result: 1 (interaction). (2) The miRNA is hsa-miR-539-5p with sequence GGAGAAAUUAUCCUUGGUGUGU. The protein sequence of the target gene is MASESDTEEFYDAPEDVHLGTGYPVGSPGKVGLLSFKEAENTANQAGNESPVQELRQDVSKKIIESIIEESQKVLQLEDDSLDSKGKGLSDEATAGPSVAGTEFSNIPGLLAIEHELQQDSEKAESQNVAEESELETQKCFPSDETCEKSEKTVDETDNLTEVSSGEQLDASGLEAETLNKEALEVKEGDVLDPASLDTLSTTDFAAVEEVAPAKPPRHLTPEPDIVASTKKPVPARPPPPTNFPPPRPPPPSRPAPPPRKKKSELEFEALKTPDLDVPKENITSDSLLTTNMASENTVR.... Result: 0 (no interaction). (3) Result: 0 (no interaction). The miRNA is hsa-miR-6783-5p with sequence UAGGGGAAAAGUCCUGAUCCGG. The protein sequence of the target gene is MEQPGQDPTSDDVMDSFLEKFQSQPYRGGFHEDQWEKEFEKVPLFMSRAPSEIDPRENPDLACLQSIIFDEERSPEEQAKTYKDEGNDYFKEKDYKKAVISYTEGLKKKCADPDLNAVLYTNRAAAQYYLGNFRSALNDVTAARKLKPCHLKAIIRGALCHLELKHFAEAVNWCDEGLQIDAKEKKLLEMRAKADKLKRIEQRDVRKANLKEKKERNQNEALLQAIKARNIRLSEAACEDEDSASEGLGELFLDGLSTENPHGARLSLDGQGRLSWPVLFLYPEYAQSDFISAFHEDSRF.... (4) The miRNA is hsa-miR-4662a-3p with sequence AAAGAUAGACAAUUGGCUAAAU. The protein sequence of the target gene is MEDEEVAESWEEAADSGEIDRRLEKKLKITQKESRKSKSPPKVPIVIQDDSLPAGPPPQIRILKRPTSNGVVSSPNSTSRPTLPVKSLAQREAEYAEARKRILGSASPEEEQEKPILDRPTRISQPEDSRQPNNVIRQPLGPDGSQGFKQRR. Result: 1 (interaction). (5) The miRNA is hsa-miR-4317 with sequence ACAUUGCCAGGGAGUUU. The protein sequence of the target gene is MEDRLQMDNGLIAQKIVSVHLKDPALKELGKASDKQVQGPPPGPEASPEAQPAQGVMEHAGQGDCKAAGEGPSPRRRGCAPESEPAADGDPGLSSPELCQLHLSICHECLELENSTIDSVRSASAENIPDLPCDHSGVEGAAGELCPERKGKRVNISGKAPNILLYVGSGSEEALGRLQQVRSVLTDCVDTDSYTLYHLLEDSALRDPWSDNCLLLVIASRDPIPKDIQHKFMAYLSQGGKVLGLSSPFTLGGFRVTRRDVLRNTVQNLVFSKADGTEVRLSVLSSGYVYEEGPSLGRLQ.... Result: 0 (no interaction). (6) The miRNA is cel-miR-791-3p with sequence UUUGGCACUCCGCAGAUAAGGCAA. The protein sequence of the target gene is METLTSRHEKRALHSQASAISQDREEKIMSQEPLSFKDVAVVFTEEELELLDSTQRQLYQDVMQENFRNLLSVGERNPLGDKNGKDTEYIQDEELRFFSHKELSSCKIWEEVAGELPGSQDCRVNLQGKDFQFSEDAAPHQGWEGASTPCFPIENSLDSLQGDGLIGLENQQFPAWRAIRPIPIQGSWAKAFVNQLGDVQERCKNLDTEDTVYKCNWDDDSFCWISCHVDHRFPEIDKPCGCNKCRKDCIKNSVLHRINPGENGLKSNEYRNGFRDDADLPPHPRVPLKEKLCQYDEFSE.... Result: 0 (no interaction).